This data is from Catalyst prediction with 721,799 reactions and 888 catalyst types from USPTO. The task is: Predict which catalyst facilitates the given reaction. Reactant: Cl[C:2]1[C:11]([N+:12]([O-:14])=[O:13])=[CH:10][C:5]([C:6]([O:8][CH3:9])=[O:7])=[CH:4][N:3]=1.[NH:15]1[CH2:20][CH2:19][CH2:18][CH2:17][CH:16]1[C:21]([O:23][CH3:24])=[O:22]. Product: [CH3:24][O:23][C:21]([CH:16]1[CH2:17][CH2:18][CH2:19][CH2:20][N:15]1[C:2]1[C:11]([N+:12]([O-:14])=[O:13])=[CH:10][C:5]([C:6]([O:8][CH3:9])=[O:7])=[CH:4][N:3]=1)=[O:22]. The catalyst class is: 4.